From a dataset of Full USPTO retrosynthesis dataset with 1.9M reactions from patents (1976-2016). Predict the reactants needed to synthesize the given product. (1) Given the product [CH3:21][O:3][CH:2]([C:4]1[N:5]([CH2:17][CH:18]([CH3:20])[CH3:19])[C:6]2[C:15]3[CH:14]=[CH:13][CH:12]=[CH:11][C:10]=3[N:9]=[CH:8][C:7]=2[N:16]=1)[CH3:1], predict the reactants needed to synthesize it. The reactants are: [CH3:1][CH:2]([C:4]1[N:5]([CH2:17][CH:18]([CH3:20])[CH3:19])[C:6]2[C:15]3[CH:14]=[CH:13][CH:12]=[CH:11][C:10]=3[N:9]=[CH:8][C:7]=2[N:16]=1)[OH:3].[CH3:21]I. (2) Given the product [C:1]([C:5]1[CH:10]=[CH:9][C:8]([NH:11][C:12](=[O:21])[C:13]2[CH:14]=[CH:15][C:16]([C:19]3[S:26][CH2:24][CH2:25][N:20]=3)=[CH:17][CH:18]=2)=[CH:7][CH:6]=1)([CH3:4])([CH3:2])[CH3:3], predict the reactants needed to synthesize it. The reactants are: [C:1]([C:5]1[CH:10]=[CH:9][C:8]([NH:11][C:12](=[O:21])[C:13]2[CH:18]=[CH:17][C:16]([C:19]#[N:20])=[CH:15][CH:14]=2)=[CH:7][CH:6]=1)([CH3:4])([CH3:3])[CH3:2].Cl.N[CH:24]([SH:26])[CH3:25].C1(C)C=CC=CC=1. (3) Given the product [CH:1]([C:4]1[N:5]([C:20]2[CH:25]=[CH:24][CH:23]=[CH:22][CH:21]=2)[C:6](=[O:19])[C:7]2[C:8](=[O:18])[C:9]3[CH:17]=[CH:16][CH:15]=[CH:14][C:10]=3[N:11]([CH3:26])[C:12]=2[CH:13]=1)([CH3:3])[CH3:2], predict the reactants needed to synthesize it. The reactants are: [CH:1]([C:4]1[N:5]([C:20]2[CH:25]=[CH:24][CH:23]=[CH:22][CH:21]=2)[C:6](=[O:19])[C:7]2[C:8](=[O:18])[C:9]3[CH:17]=[CH:16][CH:15]=[CH:14][C:10]=3[NH:11][C:12]=2[CH:13]=1)([CH3:3])[CH3:2].[CH3:26]N(C=O)C.CI.O. (4) Given the product [F:1][C:2]1[C:7]([F:8])=[C:6]([F:9])[CH:5]=[C:4]([F:10])[C:3]=1[C:11]([OH:14])=[O:12], predict the reactants needed to synthesize it. The reactants are: [F:1][C:2]1[C:7]([F:8])=[C:6]([F:9])[CH:5]=[C:4]([F:10])[C:3]=1[CH2:11][OH:12].I([O-])(=O)(=O)=[O:14].[Na+].CC#N.O. (5) Given the product [CH3:1][C:2]1[CH:3]=[C:4]([N:9]([CH2:20][CH2:21][C:22]2[CH:23]=[CH:24][C:25]([CH3:28])=[CH:26][CH:27]=2)[C:10]([CH:11]([O:18][S:30]([CH3:29])(=[O:32])=[O:31])[C:12]2[CH:17]=[CH:16][CH:15]=[CH:14][CH:13]=2)=[O:19])[CH:5]=[CH:6][C:7]=1[CH3:8], predict the reactants needed to synthesize it. The reactants are: [CH3:1][C:2]1[CH:3]=[C:4]([N:9]([CH2:20][CH2:21][C:22]2[CH:27]=[CH:26][C:25]([CH3:28])=[CH:24][CH:23]=2)[C:10](=[O:19])[CH:11]([OH:18])[C:12]2[CH:17]=[CH:16][CH:15]=[CH:14][CH:13]=2)[CH:5]=[CH:6][C:7]=1[CH3:8].[CH3:29][S:30](Cl)(=[O:32])=[O:31].CCN(CC)CC. (6) The reactants are: [CH3:1][O:2][C:3]1[CH:4]=[C:5]([NH2:15])[CH:6]=[CH:7][C:8]=1[N:9]1[CH:13]=[C:12]([CH3:14])[N:11]=[CH:10]1.Cl[C:17]1[N:22]=[C:21]([N:23]([CH3:27])[CH2:24][CH2:25][OH:26])[CH:20]=[C:19]([CH3:28])[N:18]=1. Given the product [CH3:1][O:2][C:3]1[CH:4]=[C:5]([NH:15][C:17]2[N:22]=[C:21]([N:23]([CH3:27])[CH2:24][CH2:25][OH:26])[CH:20]=[C:19]([CH3:28])[N:18]=2)[CH:6]=[CH:7][C:8]=1[N:9]1[CH:13]=[C:12]([CH3:14])[N:11]=[CH:10]1, predict the reactants needed to synthesize it.